This data is from Reaction yield outcomes from USPTO patents with 853,638 reactions. The task is: Predict the reaction yield, written as a fraction of the theoretical maximum amount of product (1.0 means a 100% yield; for example, 0.34 means a 34% yield). (1) The reactants are [Cl:1][C:2]1[CH:7]=[CH:6][C:5]([CH2:8][C:9](=O)[CH2:10][C:11]#[N:12])=[CH:4][CH:3]=1.[CH3:14][NH:15][NH2:16]. The yield is 0.800. The product is [Cl:1][C:2]1[CH:7]=[CH:6][C:5]([CH2:8][C:9]2[CH:10]=[C:11]([NH2:12])[N:15]([CH3:14])[N:16]=2)=[CH:4][CH:3]=1. The catalyst is C(O)C. (2) The reactants are Br[C:2]1[C:10]2[C:5](=[CH:6][CH:7]=[C:8]([C:11]#[N:12])[CH:9]=2)[N:4]([CH:13]2[CH2:18][CH2:17][CH2:16][CH2:15][O:14]2)[N:3]=1.[CH3:19][O:20][C:21]1[CH:22]=[C:23](B(O)O)[CH:24]=[CH:25][C:26]=1[O:27][CH3:28].P([O-])([O-])([O-])=O.[K+].[K+].[K+].ClCCl. The catalyst is COCCOC.C1(P(C2C=CC=CC=2)[C-]2C=CC=C2)C=CC=CC=1.[C-]1(P(C2C=CC=CC=2)C2C=CC=CC=2)C=CC=C1.[Fe+2].C(OCC)(=O)C.CCCCCC. The product is [CH3:19][O:20][C:21]1[CH:22]=[C:23]([C:2]2[C:10]3[C:5](=[CH:6][CH:7]=[C:8]([C:11]#[N:12])[CH:9]=3)[N:4]([CH:13]3[CH2:18][CH2:17][CH2:16][CH2:15][O:14]3)[N:3]=2)[CH:24]=[CH:25][C:26]=1[O:27][CH3:28]. The yield is 0.460. (3) The reactants are [Cl:1][C:2]1[CH:7]=[CH:6][C:5]([S:8]([N:11]2[CH2:16][CH2:15][CH2:14][C@@H:13]([NH:17][C:18]3[N:23]=[C:22]([C:24]4[N:31]5[C:27]([S:28][CH:29]=[CH:30]5)=[N:26][C:25]=4[C:32]4[CH:33]=[C:34]([CH:41]=[CH:42][CH:43]=4)[C:35](N(OC)C)=[O:36])[CH:21]=[CH:20][N:19]=3)[CH2:12]2)(=[O:10])=[O:9])=[CH:4][CH:3]=1.[H-].[Al+3].[Li+].[H-].[H-].[H-]. The catalyst is O1CCCC1. The product is [Cl:1][C:2]1[CH:7]=[CH:6][C:5]([S:8]([N:11]2[CH2:16][CH2:15][CH2:14][C@@H:13]([NH:17][C:18]3[N:23]=[C:22]([C:24]4[N:31]5[C:27]([S:28][CH:29]=[CH:30]5)=[N:26][C:25]=4[C:32]4[CH:33]=[C:34]([CH:41]=[CH:42][CH:43]=4)[CH:35]=[O:36])[CH:21]=[CH:20][N:19]=3)[CH2:12]2)(=[O:10])=[O:9])=[CH:4][CH:3]=1. The yield is 0.730. (4) The reactants are CC1(C)[O:7][C:6](=[O:8])[CH2:5][C:4](=[O:9])O1.[CH:11]([NH:14][C:15]1[CH:22]=[CH:21][CH:20]=[CH:19][C:16]=1[CH:17]=O)([CH3:13])[CH3:12].C(O)(=O)C.C(N)CN. The catalyst is CO. The product is [CH:11]([N:14]1[C:15]2[C:16](=[CH:19][CH:20]=[CH:21][CH:22]=2)[CH:17]=[C:5]([C:6]([OH:7])=[O:8])[C:4]1=[O:9])([CH3:13])[CH3:12]. The yield is 0.980. (5) The reactants are CC[N:3](C(C)C)C(C)C.C1C=CC2N(O)N=NC=2C=1.[Cl:20][C:21]1[S:47][C:24]2[NH:25][C:26]([C:28]([NH:30][CH:31]3[CH2:40][C:39]4[C:34](=[CH:35]C=[CH:37][CH:38]=4)[N:33](CC(O)CO)[C:32]3=[O:46])=[O:29])=[CH:27][C:23]=2[CH:22]=1.ClC1SC2NC(C(NC3CC4C(=CC=CC=4)N(CC4ON=C(C)N=4)C3=O)=O)=CC=2C=1.CCN=C=NCCCN(C)C. The catalyst is C(Cl)Cl. The product is [Cl:20][C:21]1[S:47][C:24]2[NH:25][C:26]([C:28]([NH:30][CH:31]3[CH2:40][C:39]4[C:34](=[CH:35][N:3]=[CH:37][CH:38]=4)[NH:33][C:32]3=[O:46])=[O:29])=[CH:27][C:23]=2[CH:22]=1. The yield is 0.170. (6) The reactants are [CH2:1]([O:8][C:9]1[CH:37]=[CH:36][C:12]2[NH:13][C:14]([C:19]3[C:20](=[O:35])[N:21]([N:30]=[C:31]4[CH2:34][CH2:33][CH2:32]4)[C:22]4[C:27]([C:28]=3[OH:29])=[CH:26][CH:25]=[CH:24][CH:23]=4)=[N:15][S:16](=[O:18])(=[O:17])[C:11]=2[CH:10]=1)[C:2]1[CH:7]=[CH:6][CH:5]=[CH:4][CH:3]=1.CO.[BH4-].[Li+]. The catalyst is O1CCCC1.Cl. The product is [CH2:1]([O:8][C:9]1[CH:37]=[CH:36][C:12]2[NH:13][C:14]([C:19]3[C:20](=[O:35])[N:21]([NH:30][CH:31]4[CH2:32][CH2:33][CH2:34]4)[C:22]4[C:27]([C:28]=3[OH:29])=[CH:26][CH:25]=[CH:24][CH:23]=4)=[N:15][S:16](=[O:18])(=[O:17])[C:11]=2[CH:10]=1)[C:2]1[CH:7]=[CH:6][CH:5]=[CH:4][CH:3]=1. The yield is 0.330.